Dataset: Full USPTO retrosynthesis dataset with 1.9M reactions from patents (1976-2016). Task: Predict the reactants needed to synthesize the given product. The reactants are: [C:1]([O:5][C:6](=[O:25])[N:7]([CH2:9][C:10]1[CH:14]=[C:13](Br)[N:12]([S:16]([C:19]2[CH:20]=[N:21][CH:22]=[CH:23][CH:24]=2)(=[O:18])=[O:17])[CH:11]=1)[CH3:8])([CH3:4])([CH3:3])[CH3:2].[Cl:26][C:27]1[N:32]=[CH:31][C:30](B(O)O)=[CH:29][CH:28]=1.C(=O)([O-])O.[Na+].CO[CH2:43][CH2:44]OC. Given the product [C:1]([O:5][C:6](=[O:25])[N:7]([CH2:9][C:10]1[CH:14]=[C:13]([C:10]2[CH:11]=[CH:43][C:44]([C:30]3[CH:31]=[N:32][C:27]([Cl:26])=[CH:28][CH:29]=3)=[N:7][CH:9]=2)[N:12]([S:16]([C:19]2[CH:20]=[N:21][CH:22]=[CH:23][CH:24]=2)(=[O:18])=[O:17])[CH:11]=1)[CH3:8])([CH3:4])([CH3:3])[CH3:2], predict the reactants needed to synthesize it.